From a dataset of Antibody developability classification from SAbDab with 2,409 antibodies. Regression/Classification. Given an antibody's heavy chain and light chain sequences, predict its developability. TAP uses regression for 5 developability metrics; SAbDab uses binary classification. (1) The antibody is ['2atk', 'PROT_7E7F8549']. Result: 0 (not developable). (2) The antibody is ['QVQLQESGGELVRPGASVKLSCKASGYTFTSYWINWVKQRPGQGLEWIGNIYPSDSYTNYNQKFKDKATLTVDKSSSTAYMQLSSLTSEDSAVYFCARWGYWGQGTLVTVSA', 'DIVLTQSHKFMSTSVGDRVSITCKASQDVGTAVAWYQQKPGQSPKLLIYWASTRHTGVPDRFTGSGSGTDFTLTISNVQSEDLADYFCQQYSSYPLTFGAGTKLELK']. Result: 0 (not developable). (3) The antibody is ['3ze0', 'DILMTQSPSSMSVSLGDTVSITCHASQGISSNIGWLQQKPGKSFMGLIYYGTNLVDGVPSRFSGSGSGADYSLTISSLDSEDFADYYCVQYAQLPYTFGGGTKLEIK']. Result: 0 (not developable). (4) The antibody is ['EVKLVESGGGLVQSGGSLRLSCATSGFTFTDYYMSWVRQPPGKALEWLAFIRNKAKGYTTEYSSSVKGRFTISRDNSQSFLYLQMNTLRAEDSATYYCARDINPGSDGYYDALDYWGQGTSVTVSR', 'DIVMTQSPSSLAVSAGEKVTMSCKSSQSLLNSRTRKNYLAWYQQKPGQSPKLLIYWASTRESGVPDRFTGSGSGTDFTLTISSVQAEDLAVYYCKQSYNLRTFGGGTKLELK']. Result: 1 (developable). (5) The antibody is ['QVQLQESGPGLVKPSDTLSLTCTVSGGSLSSFYWSWIRQPPGKGLEWIGYIYYSGSPNYSPSLESRVTMSVDTTRNQISLKLDSVTAADTAVYYCVRASRSYYWGSYRPTAFDSWGQGTLVTVSS', 'YELTQPLSVSVSPGQTAIFTCSGDNLGDKYVCWFQQRPGQSPMLLIYQDNKRPSGIPERFSGSNSGNTATLTISGTQSTDEADYYCQTWDSTVVFGGGTKLTVL']. Result: 0 (not developable). (6) The antibody is ['VQLQESGPGLVKPSETLSLTCTVSGGSINSYYWSWIRQPPGKGLEWIGYLFDSGSTKYNPSLTSRVTISVDTSKNQFSLKLSSVTAADTAVYYCARGFWGLDGFDIWGQGTTVTVSS', 'AVLTQPASVSGSPGQSITISCTGTSSDVGDYNYVSWYQQHPGKAPTLMIYDVNKRPSGDSNRFSGSKSGNTASLTISGLQAEDEADYYCSSYTSSNTWVFGGGTKLEIK']. Result: 1 (developable). (7) The antibody is ['EVQLQESGPSLVKPSQTLSLTCSVTGDSVTSGYWSWIRQFPGNKLDYMGYISYRGSTYYNPSLKSRISITRDTSKNQVYLQLKSVSSEDTATYYCSYFDSDDYAMEYWGQGTSVTVS', 'QIVLTQSPAIMSASPGEKVTLTCSASSSVSSSHLYWYQQKPGSSPKLWIYSTSNLASGVPARFSGSGSGTSYSLTISSMEAEDAASYFCHQWSSFPFTFGSGTKLEIK']. Result: 0 (not developable). (8) The antibody is ['QVKLQESGGDLVKPGGSLKLSCSASGFTFSRYAMSWVRQTPEKRLEWVASITNGGSTYYSDSVKGRFIISRDNARNILSLQMSSLRSEDTAMYYCERGELTYAMDYWGQGTTVTVSS', 'DIELTQSPAIMSASPGEKVTMTCRASSTVSFHYLHWYQQKSGASPKLWIYATSNLASGVPARFSGSGSGTSYSLTISSVETEDAATYYCQHYSAYPRTFGGGTKLEIK']. Result: 0 (not developable). (9) The antibody is ['QVELVQSGAEVKKPGSSVKVSCKASGGTFSSYGISWVRQAPGQGLEWMGGIIPIFGTANYAQKFQGRVTITADESTSTAYMELSSLRSEDTAVYYCARYDGIYGELDFWGQGTLVTVSS', 'EIVLTQSPATLSLSPGERATLSCRASQSVSDAYLAWYQQKPGQAPRLLIYDASSRATGVPARFSGSGSGTDFTLTISSLEPEDFAVYYCHQYIQLHSFTFGQGTKVEIK']. Result: 0 (not developable). (10) The antibody is ['QVQLQESGPGLVKPSETLSLTCAVSGYSISSGYYWGWIRQPPGKGLEWIGSIYHSGSTYYNPSLKSRVTISVDTSKNQFSLKLSSVTAADTAVYYCAGLTQSSHNDANWGQGTLTTVSS', 'QSVLTQPPSVSAAPGQKVTISCSGSSSNIGNNYVSWYQQLPGTAPKKLIYDNNKRPSGIPDRFSGSKSGTSATLGITGLQTGDEADYYCGTWDSSLNPVFGGGTKLEIK']. Result: 1 (developable).